The task is: Predict the reactants needed to synthesize the given product.. This data is from Full USPTO retrosynthesis dataset with 1.9M reactions from patents (1976-2016). (1) Given the product [C:1]([O:6][CH2:13][CH3:14])(=[O:5])[CH:2]=[CH2:3].[C:1]([O:6][CH3:7])(=[O:5])[C:2]([CH3:4])=[CH2:3], predict the reactants needed to synthesize it. The reactants are: [C:1]([OH:6])(=[O:5])[C:2]([CH3:4])=[CH2:3].[C:7](=O)([O-])[O-].[Na+].[Na+].[CH2:13](S)[CH2:14]CCCCCCCCCC. (2) Given the product [Cl:24][C:3]1[C:2]([OH:1])=[CH:10][CH:9]=[C:8]2[C:4]=1[CH:5]=[C:6]([C:16]([O:18][CH2:19][CH3:20])=[O:17])[N:7]2[CH2:11][C:12]([F:15])([F:13])[F:14], predict the reactants needed to synthesize it. The reactants are: [OH:1][C:2]1[CH:3]=[C:4]2[C:8](=[CH:9][CH:10]=1)[N:7]([CH2:11][C:12]([F:15])([F:14])[F:13])[C:6]([C:16]([O:18][CH2:19][CH3:20])=[O:17])=[CH:5]2.S(Cl)([Cl:24])(=O)=O. (3) Given the product [Cl:35][C:36]1[CH:37]=[C:38]([Cl:44])[N:39]=[CH:40][C:41]=1[CH2:42][NH:4][C:3]1[C:2]([F:1])=[C:8]([O:9][CH3:10])[CH:7]=[C:6]([O:11][CH3:12])[C:5]=1[F:13], predict the reactants needed to synthesize it. The reactants are: [F:1][C:2]1[C:8]([O:9][CH3:10])=[CH:7][C:6]([O:11][CH3:12])=[C:5]([F:13])[C:3]=1[NH2:4].C(O[BH-](OC(=O)C)OC(=O)C)(=O)C.[Na+].FC(F)(F)C(O)=O.[Cl:35][C:36]1[C:41]([CH:42]=O)=[CH:40][N:39]=[C:38]([Cl:44])[CH:37]=1. (4) Given the product [N:1]1[CH:9]=[CH:10][N:3]2[CH:4]=[CH:5][N:6]=[CH:7][C:2]=12, predict the reactants needed to synthesize it. The reactants are: [NH2:1][C:2]1[CH:7]=[N:6][CH:5]=[CH:4][N:3]=1.Cl[CH2:9][CH:10]=O. (5) Given the product [C:1]1([S:7][CH2:9][CH2:8][C:10](=[O:11])[CH3:12])[CH:6]=[CH:5][CH:4]=[CH:3][CH:2]=1, predict the reactants needed to synthesize it. The reactants are: [C:1]1([SH:7])[CH:6]=[CH:5][CH:4]=[CH:3][CH:2]=1.[CH:8]([C:10]([CH3:12])=[O:11])=[CH2:9].O. (6) Given the product [CH2:1]([N:4]([CH2:25][CH:26]=[CH2:27])[S:5]([C:8]1[CH:9]=[N:10][CH:11]=[CH:12][C:13]=1[NH:14][S:15]([C:18]1[CH:23]=[CH:22][CH:21]=[C:20]([C:31]2[CH:32]=[N:33][C:34]([O:35][CH3:36])=[C:29]([Cl:28])[CH:30]=2)[CH:19]=1)(=[O:17])=[O:16])(=[O:7])=[O:6])[CH:2]=[CH2:3], predict the reactants needed to synthesize it. The reactants are: [CH2:1]([N:4]([CH2:25][CH:26]=[CH2:27])[S:5]([C:8]1[CH:9]=[N:10][CH:11]=[CH:12][C:13]=1[NH:14][S:15]([C:18]1[CH:23]=[CH:22][CH:21]=[C:20](Br)[CH:19]=1)(=[O:17])=[O:16])(=[O:7])=[O:6])[CH:2]=[CH2:3].[Cl:28][C:29]1[CH:30]=[C:31](B(O)O)[CH:32]=[N:33][C:34]=1[O:35][CH3:36].C(=O)([O-])[O-].[Cs+].[Cs+].COCCOC.